From a dataset of Experimentally validated miRNA-target interactions with 360,000+ pairs, plus equal number of negative samples. Binary Classification. Given a miRNA mature sequence and a target amino acid sequence, predict their likelihood of interaction. (1) The miRNA is hsa-miR-1343-3p with sequence CUCCUGGGGCCCGCACUCUCGC. The protein sequence of the target gene is MYGKGKSNSSAVPSDSQAREKLALYVYEYLLHVGAQKSAQTFLSEIRWEKNITLGEPPGFLHSWWCVFWDLYCAAPERRETCEHSSEAKAFHDYSAAAAPSPVLGNIPPGDGMPVGPVPPGFFQPFMSPRYPGGPRPPLRIPNQALGGVPGSQPLLPSGMDPTRQQGHPNMGGPMQRMTPPRGMVPLGPQNYGGAMRPPLNALGGPGMPGMNMGPGGGRPWPNPTNANSIPYSSASPGNYVGPPGGGGPPGTPIMPSPADSTNSGDNMYTLMNAVPPGPNRPNFPMGPGSDGPMGGLGGM.... Result: 1 (interaction). (2) The miRNA is mmu-miR-125b-5p with sequence UCCCUGAGACCCUAACUUGUGA. The protein sequence of the target gene is MASFPETDFQICLLCKEMCGSPAPLSSNSSASSSSSQTSTSSAGGGGPGAAARRLHVLPCLHAFCRPCLEAHRLPAPGGAGPAEALKLRCPVCDQKVVLAEAAGMDALPSSAFLLSNLLDAVVATAEEPPPKNGRAGGGPGGAGGHSNHRHHAHHPAQRAAAPAPQPPPGPAASPGSLLMRRPHGCSSCDEGNAASSRCLDCQEHLCDNCVRAHQRVRLTKDHYIERGPPGPAAASAAQQLGLGPPFAGAPFSILSVFPERLGFCQHHDDEVLHLYCDTCSVPICRECTLGRHGGHSFAY.... Result: 1 (interaction). (3) The miRNA is hsa-miR-1279 with sequence UCAUAUUGCUUCUUUCU. The protein sequence of the target gene is MAPSGPGSSARRRCRRVLYWIPVVFITLLLGWSYYAYAIQLCIVSMENTGEQVVCLMAYHLLFAMFVWSYWKTIFTLPMNPSKEFHLSYAEKDLLEREPRGEAHQEVLRRAAKDLPIYTRTMSGAIRYCDRCQLIKPDRCHHCSVCDKCILKMDHHCPWVNNCVGFSNYKFFLLFLAYSLLYCLFIAATDLQYFIKFWTNGLPDTQAKFHIMFLFFAAAMFSVSLSSLFGYHCWLVSKNKSTLEAFRSPVFRHGTDKNGFSLGFSKNMRQVFGDEKKYWLLPIFSSLGDGCSFPTCLVNQ.... Result: 1 (interaction). (4) The miRNA is hsa-miR-510-5p with sequence UACUCAGGAGAGUGGCAAUCAC. The protein sequence of the target gene is MWRGRAGALLRVWGFWPTGVPRRRPLSCDAASQAGSNYPRCWNCGGPWGPGREDRFFCPQCRALQAPDPTRDYFSLMDCNRSFRVDTAKLQHRYQQLQRLVHPDFFSQRSQTEKDFSEKHSTLVNDAYKTLLAPLSRGLYLLKLHGIEIPERTDYEMDRQFLIEIMEINEKLAEAESEAAMKEIESIVKAKQKEFTDNVSSAFEQDDFEEAKEILTKMRYFSNIEEKIKLKKIPL. Result: 0 (no interaction). (5) The miRNA is mmu-miR-374b-5p with sequence AUAUAAUACAACCUGCUAAGUG. The protein sequence of the target gene is MERLDKAALNALQPPEFRNENSLAATLKTLLFFTALMITVPIGLYFTTKAYIFEGALGMSNRDSYFYAAIVAVVAVHVVLALFVYVAWNEGSRQWREGKQD. Result: 0 (no interaction). (6) The miRNA is dme-miR-9a-5p with sequence UCUUUGGUUAUCUAGCUGUAUGA. The protein sequence of the target gene is MKDTPLQVHVLLGLAITTLVQAIDKKVDCPQLCTCEIRPWFTPRSIYMEASTVDCNDLGLLNFPARLPADTQILLLQTNNIARIEHSTDFPVNLTGLDLSQNNLSSVTNINVQKMSQLLSVYLEENKLTELPEKCLYGLSNLQELYVNHNLLSTISPGAFIGLHNLLRLHLNSNRLQMINSQWFDALPNLEILMLGDNPIIRIKDMNFQPLVKLRSLVIAGINLTEIPDDALAGLENLESISFYDNRLSKVPQVALQKAVNLKFLDLNKNPINRIRRGDFSNMLHLKELGINNMPELVSI.... Result: 0 (no interaction).